Dataset: Forward reaction prediction with 1.9M reactions from USPTO patents (1976-2016). Task: Predict the product of the given reaction. (1) Given the reactants CC1(C)CC(C(NC2C=NC3C(C=2)=CC(F)=CC=3)C2C=CC(C(O)=O)=CC=2)C1.[CH3:29][C:30]1([CH3:57])[CH2:33][CH:32]([CH:34]([NH:44][C:45]2[C:54]([CH3:55])=[CH:53][C:52]3[C:47](=[CH:48][CH:49]=[C:50]([F:56])[CH:51]=3)[N:46]=2)[C:35]2[CH:43]=[CH:42][C:38]([C:39](O)=[O:40])=[CH:37][CH:36]=2)[CH2:31]1.Cl.CN(C)CCCN=C=NCC.Cl.[CH3:71][O:72][C:73](=[O:77])[CH2:74][CH2:75][NH2:76].C(N(CC)CC)C, predict the reaction product. The product is: [CH3:71][O:72][C:73](=[O:77])[CH2:74][CH2:75][NH:76][C:39](=[O:40])[C:38]1[CH:42]=[CH:43][C:35]([CH:34]([CH:32]2[CH2:31][C:30]([CH3:29])([CH3:57])[CH2:33]2)[NH:44][C:45]2[C:54]([CH3:55])=[CH:53][C:52]3[C:47](=[CH:48][CH:49]=[C:50]([F:56])[CH:51]=3)[N:46]=2)=[CH:36][CH:37]=1. (2) Given the reactants [CH2:1]([O:3][C:4]([C:6]1[S:10][C:9](Br)=[N:8][C:7]=1[CH2:12][N:13]([CH2:20][C:21]1[CH:26]=[CH:25][C:24]([O:27][CH3:28])=[CH:23][C:22]=1[O:29][CH3:30])[CH2:14][C:15]([O:17][CH2:18][CH3:19])=[O:16])=[O:5])[CH3:2].[Cl:31][C:32]1[CH:33]=[C:34](B(O)O)[CH:35]=[CH:36][C:37]=1[F:38].C(=O)([O-])[O-].[Cs+].[Cs+], predict the reaction product. The product is: [CH2:1]([O:3][C:4]([C:6]1[S:10][C:9]([C:34]2[CH:35]=[CH:36][C:37]([F:38])=[C:32]([Cl:31])[CH:33]=2)=[N:8][C:7]=1[CH2:12][N:13]([CH2:20][C:21]1[CH:26]=[CH:25][C:24]([O:27][CH3:28])=[CH:23][C:22]=1[O:29][CH3:30])[CH2:14][C:15]([O:17][CH2:18][CH3:19])=[O:16])=[O:5])[CH3:2]. (3) Given the reactants [CH3:1][S:2]([OH:5])(=[O:4])=[O:3].[Si]([O:13][CH2:14][CH2:15][N:16]([C:43]#[N:44])[C:17]1[CH:22]=[CH:21][C:20]([NH:23][C:24]([C:26]2[C:31]([C:32]([NH:34][C:35]3[CH:40]=[CH:39][C:38]([C:41]#[N:42])=[CH:37][N:36]=3)=[O:33])=[N:30][CH:29]=[CH:28][N:27]=2)=[O:25])=[CH:19][CH:18]=1)(C(C)(C)C)(C)C, predict the reaction product. The product is: [CH3:1][S:2]([OH:5])(=[O:4])=[O:3].[C:41]([C:38]1[CH:39]=[CH:40][C:35]([NH:34][C:32]([C:31]2[C:26]([C:24]([NH:23][C:20]3[CH:21]=[CH:22][C:17]([N:16]4[CH2:15][CH2:14][O:13][C:43]4=[NH:44])=[CH:18][CH:19]=3)=[O:25])=[N:27][CH:28]=[CH:29][N:30]=2)=[O:33])=[N:36][CH:37]=1)#[N:42]. (4) Given the reactants [CH:1]1([O:6][NH2:7])[CH2:5][CH2:4][CH2:3][CH2:2]1.[Cl:8][C:9]1[CH:10]=[C:11]([CH:22]=[CH:23][C:24]=1[S:25]([CH3:28])(=[O:27])=[O:26])[C:12]([C:14]1[NH:19][C:18](=[O:20])[C:17]([CH3:21])=[CH:16][CH:15]=1)=O.O, predict the reaction product. The product is: [Cl:8][C:9]1[CH:10]=[C:11](/[C:12](=[N:7]\[O:6][CH:1]2[CH2:5][CH2:4][CH2:3][CH2:2]2)/[C:14]2[NH:19][C:18](=[O:20])[C:17]([CH3:21])=[CH:16][CH:15]=2)[CH:22]=[CH:23][C:24]=1[S:25]([CH3:28])(=[O:27])=[O:26]. (5) Given the reactants Cl.CN(C)CCCN=C=NCC.[CH3:13][O:14][C:15]1[CH:16]=[C:17]2[C:22](=[CH:23][C:24]=1[O:25][CH3:26])[N:21]=[CH:20][N:19]=[C:18]2[O:27][C:28]1[CH:29]=[N:30][N:31]([CH2:33][C:34](O)=[O:35])[CH:32]=1.[NH2:37][C:38]1[CH:43]=[CH:42][C:41]([N:44]([CH2:46][CH2:47][OH:48])[CH3:45])=[CH:40][N:39]=1.OC1C=CC=C[N+]=1[O-], predict the reaction product. The product is: [OH:48][CH2:47][CH2:46][N:44]([C:41]1[CH:42]=[CH:43][C:38]([NH:37][C:34](=[O:35])[CH2:33][N:31]2[CH:32]=[C:28]([O:27][C:18]3[C:17]4[C:22](=[CH:23][C:24]([O:25][CH3:26])=[C:15]([O:14][CH3:13])[CH:16]=4)[N:21]=[CH:20][N:19]=3)[CH:29]=[N:30]2)=[N:39][CH:40]=1)[CH3:45].